This data is from Catalyst prediction with 721,799 reactions and 888 catalyst types from USPTO. The task is: Predict which catalyst facilitates the given reaction. (1) Reactant: [CH2:1]([NH:4][C:5]1[C:14]2[C:9](=[CH:10][CH:11]=[C:12]([C:15]([OH:17])=O)[CH:13]=2)[CH:8]=[CH:7][N:6]=1)[CH2:2][CH3:3].C(N(CC)C(C)C)(C)C.CN(C(ON1N=NC2C=CC=CC1=2)=[N+](C)C)C.F[P-](F)(F)(F)(F)F.[NH2:51][C@@H:52]([CH2:66][C:67]1[CH:72]=[C:71]([F:73])[CH:70]=[C:69]([F:74])[CH:68]=1)[C@H:53]([OH:65])[CH2:54][NH:55][CH2:56][C:57]1[CH:62]=[CH:61][CH:60]=[C:59]([CH2:63][CH3:64])[CH:58]=1. Product: [F:73][C:71]1[CH:72]=[C:67]([CH:68]=[C:69]([F:74])[CH:70]=1)[CH2:66][C@H:52]([NH:51][C:15]([C:12]1[CH:13]=[C:14]2[C:9]([CH:8]=[CH:7][N:6]=[C:5]2[NH:4][CH2:1][CH2:2][CH3:3])=[CH:10][CH:11]=1)=[O:17])[C@H:53]([OH:65])[CH2:54][NH:55][CH2:56][C:57]1[CH:62]=[CH:61][CH:60]=[C:59]([CH2:63][CH3:64])[CH:58]=1. The catalyst class is: 2. (2) Reactant: [CH2:1]([O:13][C:14]1[C:15]([F:24])=[CH:16][C:17]([N+:21]([O-])=O)=[C:18]([NH2:20])[CH:19]=1)[CH2:2][CH2:3][CH2:4][CH2:5][CH2:6][CH2:7][CH2:8][CH2:9][CH2:10][CH2:11][CH3:12].N. Product: [CH2:1]([O:13][C:14]1[CH:19]=[C:18]([NH2:20])[C:17]([NH2:21])=[CH:16][C:15]=1[F:24])[CH2:2][CH2:3][CH2:4][CH2:5][CH2:6][CH2:7][CH2:8][CH2:9][CH2:10][CH2:11][CH3:12]. The catalyst class is: 180. (3) Reactant: C1[N:5]([CH2:6][O:7]CCO)[C:4]2NC(N)=[N:13][C:14](=O)[C:3]=2N=1.[C:17]1(C)[CH:22]=CC(S(O)(=O)=O)=[CH:19][CH:18]=1. Product: [NH2:13][C:14]1[CH:3]=[C:4]2[C:18]([CH2:19][C:6](=[O:7])[NH:5]2)=[CH:17][CH:22]=1. The catalyst class is: 8.